From a dataset of Forward reaction prediction with 1.9M reactions from USPTO patents (1976-2016). Predict the product of the given reaction. (1) Given the reactants C[O:2][C:3](=[O:32])[CH2:4][O:5][C:6]1[CH:11]=[CH:10][C:9]([N:12]([CH3:30])[CH2:13][C:14]2[CH:19]=[N:18][C:17]([C:20]3[CH:25]=[CH:24][C:23]([C:26]([F:29])([F:28])[F:27])=[CH:22][CH:21]=3)=[CH:16][N:15]=2)=[CH:8][C:7]=1[CH3:31].[Li+].[OH-], predict the reaction product. The product is: [CH3:31][C:7]1[CH:8]=[C:9]([N:12]([CH3:30])[CH2:13][C:14]2[CH:19]=[N:18][C:17]([C:20]3[CH:21]=[CH:22][C:23]([C:26]([F:28])([F:27])[F:29])=[CH:24][CH:25]=3)=[CH:16][N:15]=2)[CH:10]=[CH:11][C:6]=1[O:5][CH2:4][C:3]([OH:32])=[O:2]. (2) Given the reactants [C:1]([C:5]1[C:13]([OH:14])=[C:12]([CH:15]=O)[C:8]2[CH2:9][CH2:10][O:11][C:7]=2[CH:6]=1)([CH3:4])([CH3:3])[CH3:2].[NH2:17][C:18]1[CH:26]=[CH:25][C:24]([S:27]([C:30]([F:33])([F:32])[F:31])(=[O:29])=[O:28])=[CH:23][C:19]=1[C:20]([NH2:22])=[O:21], predict the reaction product. The product is: [C:1]([C:5]1[C:13]([OH:14])=[C:12]([C:15]2[NH:22][C:20](=[O:21])[C:19]3[C:18](=[CH:26][CH:25]=[C:24]([S:27]([C:30]([F:33])([F:31])[F:32])(=[O:29])=[O:28])[CH:23]=3)[N:17]=2)[C:8]2[CH2:9][CH2:10][O:11][C:7]=2[CH:6]=1)([CH3:2])([CH3:3])[CH3:4]. (3) Given the reactants [NH2:1][C:2]1[N:6]([C@@H:7]2[CH2:12][CH2:11][CH2:10][N:9]([C:13]([O:15][C:16]([CH3:19])([CH3:18])[CH3:17])=[O:14])[CH2:8]2)[N:5]=[C:4]([C:20]2[CH:25]=[CH:24][C:23]([O:26]CC3C=CC=CC=3)=[CH:22][CH:21]=2)[C:3]=1[C:34](=[O:36])[NH2:35], predict the reaction product. The product is: [NH2:1][C:2]1[N:6]([C@@H:7]2[CH2:12][CH2:11][CH2:10][N:9]([C:13]([O:15][C:16]([CH3:19])([CH3:18])[CH3:17])=[O:14])[CH2:8]2)[N:5]=[C:4]([C:20]2[CH:21]=[CH:22][C:23]([OH:26])=[CH:24][CH:25]=2)[C:3]=1[C:34](=[O:36])[NH2:35]. (4) Given the reactants [Cl:1][C:2]1[CH:7]=[CH:6][C:5](I)=[CH:4][C:3]=1[F:9].C(=O)([O-])[O-].[Cs+].[Cs+].[C:16]([O:20][CH2:21][CH3:22])(=[O:19])[C:17]#[CH:18], predict the reaction product. The product is: [CH2:21]([O:20][C:16](=[O:19])[C:17]#[C:18][C:5]1[CH:6]=[CH:7][C:2]([Cl:1])=[C:3]([F:9])[CH:4]=1)[CH3:22].